This data is from Reaction yield outcomes from USPTO patents with 853,638 reactions. The task is: Predict the reaction yield, written as a fraction of the theoretical maximum amount of product (1.0 means a 100% yield; for example, 0.34 means a 34% yield). (1) The reactants are [Br:1][C:2]1[CH:10]=[C:9](/[CH:11]=[CH:12]/[CH:13]([C:18]2[CH:23]=[C:22]([Cl:24])[C:21]([F:25])=[C:20]([Cl:26])[CH:19]=2)[C:14]([F:17])([F:16])[F:15])[CH:8]=[CH:7][C:3]=1[C:4](O)=[O:5].[NH2:27][CH2:28][C:29]([NH:31][CH2:32][C:33]([F:36])([F:35])[F:34])=[O:30].F[P-](F)(F)(F)(F)F.N1(O[P+](N2CCCC2)(N2CCCC2)N2CCCC2)C2C=CC=CC=2N=N1.CCN(C(C)C)C(C)C. The catalyst is C(Cl)Cl.O. The product is [Br:1][C:2]1[CH:10]=[C:9](/[CH:11]=[CH:12]/[CH:13]([C:18]2[CH:19]=[C:20]([Cl:26])[C:21]([F:25])=[C:22]([Cl:24])[CH:23]=2)[C:14]([F:17])([F:16])[F:15])[CH:8]=[CH:7][C:3]=1[C:4]([NH:27][CH2:28][C:29](=[O:30])[NH:31][CH2:32][C:33]([F:36])([F:35])[F:34])=[O:5]. The yield is 0.310. (2) The reactants are [C:1]([O:5][C:6]([NH:8][C@@H:9]([C:12]1[CH:13]=[C:14]([CH:18]=[C:19]([C:21]([F:24])([F:23])[F:22])[CH:20]=1)[C:15](O)=[O:16])[CH2:10][OH:11])=[O:7])([CH3:4])([CH3:3])[CH3:2].[NH2:25][C@H:26]1[CH2:35][C:34]2[CH:33]=[C:32]([O:36][C:37]3[CH:46]=[CH:45][N:44]=[C:43]4[C:38]=3[CH2:39][CH2:40][C:41](=[O:47])[NH:42]4)[CH:31]=[CH:30][C:29]=2[CH2:28][CH2:27]1.Cl.CN(C)CCCN=C=NCC. The catalyst is N1C=CC=CC=1. The product is [OH:11][CH2:10][C@@H:9]([NH:8][C:6](=[O:7])[O:5][C:1]([CH3:4])([CH3:2])[CH3:3])[C:12]1[CH:20]=[C:19]([C:21]([F:24])([F:22])[F:23])[CH:18]=[C:14]([C:15]([NH:25][C@@H:26]2[CH2:27][CH2:28][C:29]3[C:34](=[CH:33][C:32]([O:36][C:37]4[C:38]5[CH2:39][CH2:40][C:41](=[O:47])[NH:42][C:43]=5[N:44]=[CH:45][CH:46]=4)=[CH:31][CH:30]=3)[CH2:35]2)=[O:16])[CH:13]=1. The yield is 0.480.